From a dataset of Reaction yield outcomes from USPTO patents with 853,638 reactions. Predict the reaction yield, written as a fraction of the theoretical maximum amount of product (1.0 means a 100% yield; for example, 0.34 means a 34% yield). (1) The reactants are [C:1]([C:5]1[NH:6][C:7]2[C:12]([CH:13]=1)=[CH:11][C:10]([N+:14]([O-])=O)=[CH:9][C:8]=2[F:17])([CH3:4])([CH3:3])[CH3:2]. The catalyst is CO.[Ni]. The product is [C:1]([C:5]1[NH:6][C:7]2[C:12]([CH:13]=1)=[CH:11][C:10]([NH2:14])=[CH:9][C:8]=2[F:17])([CH3:4])([CH3:2])[CH3:3]. The yield is 0.240. (2) The reactants are [F:1][C:2]1[CH:7]=[CH:6][CH:5]=[C:4]([F:8])[C:3]=1[NH:9][C:10]1[CH:15]=[CH:14][C:13](I)=[CH:12][N:11]=1.[CH2:17](C([Sn])=C(CCCC)CCCC)[CH2:18]CC. The product is [F:1][C:2]1[CH:7]=[CH:6][CH:5]=[C:4]([F:8])[C:3]=1[NH:9][C:10]1[CH:15]=[CH:14][C:13]([CH:17]=[CH2:18])=[CH:12][N:11]=1. The catalyst is C1(C)C=CC=CC=1.C(OCC)(=O)C.C1C=CC([P]([Pd]([P](C2C=CC=CC=2)(C2C=CC=CC=2)C2C=CC=CC=2)([P](C2C=CC=CC=2)(C2C=CC=CC=2)C2C=CC=CC=2)[P](C2C=CC=CC=2)(C2C=CC=CC=2)C2C=CC=CC=2)(C2C=CC=CC=2)C2C=CC=CC=2)=CC=1. The yield is 0.660. (3) The reactants are [CH3:1][O:2][C:3]1[CH:8]=[C:7](/[CH:9]=[CH:10]/[C:11]2[CH:16]=[CH:15][CH:14]=[CH:13][CH:12]=2)[CH:6]=[CH:5][N:4]=1. The catalyst is CO. The product is [CH3:1][O:2][C:3]1[CH:8]=[C:7]([CH2:9][CH2:10][C:11]2[CH:16]=[CH:15][CH:14]=[CH:13][CH:12]=2)[CH:6]=[CH:5][N:4]=1. The yield is 0.980.